Task: Predict which catalyst facilitates the given reaction.. Dataset: Catalyst prediction with 721,799 reactions and 888 catalyst types from USPTO Reactant: [CH2:1]([C:5]1([CH3:53])[CH2:10][CH2:9][N:8]([C:11]2[N:16]3[N:17]=[C:18]([C:20]4[S:21][C:22]([CH2:25][C:26]5[CH:31]=[CH:30][CH:29]=[CH:28][C:27]=5B5OC(C)(C)C(C)(C)O5)=[CH:23][N:24]=4)[CH:19]=[C:15]3[N:14]=[C:13]([CH3:41])[C:12]=2[C@H:42]([O:48][C:49]([CH3:52])([CH3:51])[CH3:50])[C:43]([O:45][CH2:46][CH3:47])=[O:44])[CH2:7][CH2:6]1)[CH2:2][CH:3]=[CH2:4].[OH:54]OS([O-])=O.[K+].S([O-])([O-])(=O)=S.[Na+].[Na+]. Product: [CH2:1]([C:5]1([CH3:53])[CH2:6][CH2:7][N:8]([C:11]2[N:16]3[N:17]=[C:18]([C:20]4[S:21][C:22]([CH2:25][C:26]5[CH:31]=[CH:30][CH:29]=[CH:28][C:27]=5[OH:54])=[CH:23][N:24]=4)[CH:19]=[C:15]3[N:14]=[C:13]([CH3:41])[C:12]=2[C@H:42]([O:48][C:49]([CH3:50])([CH3:52])[CH3:51])[C:43]([O:45][CH2:46][CH3:47])=[O:44])[CH2:9][CH2:10]1)[CH2:2][CH:3]=[CH2:4]. The catalyst class is: 21.